This data is from Full USPTO retrosynthesis dataset with 1.9M reactions from patents (1976-2016). The task is: Predict the reactants needed to synthesize the given product. (1) Given the product [Br:1][C:2]1[CH:9]=[C:8]([O:10][CH3:11])[C:7]([O:12][CH3:13])=[CH:6][C:3]=1[CH:4]1[O:17][CH2:16][C:15]([CH3:20])([CH3:18])[CH2:14][O:5]1, predict the reactants needed to synthesize it. The reactants are: [Br:1][C:2]1[CH:9]=[C:8]([O:10][CH3:11])[C:7]([O:12][CH3:13])=[CH:6][C:3]=1[CH:4]=[O:5].[CH3:14][C:15]([CH3:20])([CH2:18]O)[CH2:16][OH:17].C1(C)C=CC(S(O)(=O)=O)=CC=1. (2) The reactants are: [CH2:1]([NH:5][C:6]([CH:8]=[CH:9][C:10]([OH:12])=O)=[O:7])[CH2:2][CH2:3][CH3:4].C([O-])(=O)C.[Na+]. Given the product [CH2:1]([N:5]1[C:6](=[O:7])[CH:8]=[CH:9][C:10]1=[O:12])[CH2:2][CH2:3][CH3:4], predict the reactants needed to synthesize it. (3) Given the product [C:1]([C:3]1[C:4]([CH2:20][CH:21]([CH3:22])[CH3:23])=[N:5][C:6]([CH3:19])=[C:7]([C:11]=1[C:12]1[CH:13]=[CH:14][C:15]([CH3:18])=[CH:16][CH:17]=1)[C:8]([N:43]([CH:44]1[CH2:45][CH2:46][CH2:47][CH2:48][CH2:49]1)[CH:37]1[CH2:42][CH2:41][CH2:40][CH2:39][CH2:38]1)=[O:10])#[N:2], predict the reactants needed to synthesize it. The reactants are: [C:1]([C:3]1[C:4]([CH2:20][CH:21]([CH3:23])[CH3:22])=[N:5][C:6]([CH3:19])=[C:7]([C:11]=1[C:12]1[CH:17]=[CH:16][C:15]([CH3:18])=[CH:14][CH:13]=1)[C:8]([OH:10])=O)#[N:2].C(Cl)(=O)C(Cl)=O.C(N(CC)CC)C.[CH:37]1([NH:43][CH:44]2[CH2:49][CH2:48][CH2:47][CH2:46][CH2:45]2)[CH2:42][CH2:41][CH2:40][CH2:39][CH2:38]1.